Dataset: Full USPTO retrosynthesis dataset with 1.9M reactions from patents (1976-2016). Task: Predict the reactants needed to synthesize the given product. (1) Given the product [Br:10][C:7]1[CH:8]=[C:2]([F:1])[C:3]([NH2:4])=[C:5]([F:9])[CH:6]=1, predict the reactants needed to synthesize it. The reactants are: [F:1][C:2]1[CH:8]=[CH:7][CH:6]=[C:5]([F:9])[C:3]=1[NH2:4].[Br:10]Br. (2) Given the product [CH:10]1[C:11]2[CH:12]([CH2:14][O:15][C:16]([NH:18][CH2:19][CH2:20][CH2:21][O:22][C:23]3[CH:24]=[CH:25][C:26]([CH:27]=[O:28])=[CH:29][CH:30]=3)=[O:17])[C:13]3[C:5](=[CH:4][CH:3]=[CH:2][CH:1]=3)[C:6]=2[CH:7]=[CH:8][CH:9]=1, predict the reactants needed to synthesize it. The reactants are: [CH:1]1[C:13]2[CH:12]([CH2:14][O:15][C:16]([NH:18][CH2:19][CH2:20][CH2:21][O:22][C:23]3[CH:30]=[CH:29][C:26]([CH2:27][OH:28])=[CH:25][CH:24]=3)=[O:17])[C:11]3[C:6](=[CH:7][CH:8]=[CH:9][CH:10]=3)[C:5]=2[CH:4]=[CH:3][CH:2]=1. (3) Given the product [CH:1]1([CH2:7][C:8]2[N:9]=[N:10][N:11]([C@@H:13]3[C@H:17]4[O:18][CH2:19][C@H:20]([NH:21][C:28](=[O:29])[C:23]5[CH:24]=[CH:25][CH:26]=[CH:27][N:22]=5)[C@H:16]4[O:15][CH2:14]3)[CH:12]=2)[CH2:2][CH2:3][CH2:4][CH2:5][CH2:6]1, predict the reactants needed to synthesize it. The reactants are: [CH:1]1([CH2:7][C:8]2[N:9]=[N:10][N:11]([C@@H:13]3[C@H:17]4[O:18][CH2:19][C@H:20]([NH2:21])[C@H:16]4[O:15][CH2:14]3)[CH:12]=2)[CH2:6][CH2:5][CH2:4][CH2:3][CH2:2]1.[N:22]1[CH:27]=[CH:26][CH:25]=[CH:24][C:23]=1[C:28](O)=[O:29]. (4) Given the product [NH2:1][C:2]1[C:11]2[C:6](=[C:7]([C:21]3[CH:22]=[N:23][CH:24]=[CH:25][C:20]=3[CH3:19])[CH:8]=[CH:9][CH:10]=2)[N:5]=[N:4][C:3]=1[C:13]([NH:15][CH2:16][CH2:17][CH3:18])=[O:14], predict the reactants needed to synthesize it. The reactants are: [NH2:1][C:2]1[C:11]2[C:6](=[C:7](Br)[CH:8]=[CH:9][CH:10]=2)[N:5]=[N:4][C:3]=1[C:13]([NH:15][CH2:16][CH2:17][CH3:18])=[O:14].[CH3:19][C:20]1[CH:25]=[CH:24][N:23]=[CH:22][C:21]=1B(O)O. (5) Given the product [Cl:1][C:2]1[CH:7]=[CH:6][C:5]([C@H:8]2[C@@H:18]([C:19]3[CH:24]=[CH:23][C:22]([Cl:25])=[CH:21][CH:20]=3)[N:11]3[C:12](=[O:17])[C:13]([CH:36]=[C:37]([CH3:42])[CH3:38])=[CH:14][CH:15]=[C:10]3[N:9]2[S:26]([C:29]2[CH:34]=[CH:33][CH:32]=[CH:31][C:30]=2[F:35])(=[O:28])=[O:27])=[CH:4][CH:3]=1, predict the reactants needed to synthesize it. The reactants are: [Cl:1][C:2]1[CH:7]=[CH:6][C:5]([C@H:8]2[C@@H:18]([C:19]3[CH:24]=[CH:23][C:22]([Cl:25])=[CH:21][CH:20]=3)[N:11]3[C:12](=[O:17])[C:13](I)=[CH:14][CH:15]=[C:10]3[N:9]2[S:26]([C:29]2[CH:34]=[CH:33][CH:32]=[CH:31][C:30]=2[F:35])(=[O:28])=[O:27])=[CH:4][CH:3]=1.[CH3:36][C:37]([CH3:42])=[CH:38]B(O)O. (6) Given the product [OH:63][C@@:49]1([CH2:48][CH2:47][N:46]([CH3:45])[CH2:64][CH2:65][CH2:66][N:67]([CH3:68])[C:5](=[O:7])[C:4]([CH2:3][O:2][CH3:1])([CH3:8])[CH2:9][O:10][CH3:11])[CH2:54][C@H:53]2[CH2:55][CH2:56][C@@H:50]1[CH:51]=[C:52]2[C:57]1[CH:62]=[CH:61][CH:60]=[CH:59][CH:58]=1, predict the reactants needed to synthesize it. The reactants are: [CH3:1][O:2][CH2:3][C:4]([CH2:9][O:10][CH3:11])([CH3:8])[C:5]([OH:7])=O.CCN(C(C)C)C(C)C.CN(C(ON1N=NC2C=CC=NC1=2)=[N+](C)C)C.F[P-](F)(F)(F)(F)F.[CH3:45][N:46]([CH2:64][CH2:65][CH2:66][NH:67][CH3:68])[CH2:47][CH2:48][C:49]1([OH:63])[CH2:54][CH:53]2[CH2:55][CH2:56][CH:50]1[CH:51]=[C:52]2[C:57]1[CH:62]=[CH:61][CH:60]=[CH:59][CH:58]=1. (7) Given the product [NH2:7][CH:8]1[CH2:9][CH2:10][N:11]([C:14]2[C:19]([C:20]#[C:21][C:22]3[CH:23]=[N:24][C:25]([NH2:28])=[CH:26][CH:27]=3)=[C:18]([CH3:29])[N:17]=[C:16]([NH2:30])[N:15]=2)[CH2:12][CH2:13]1, predict the reactants needed to synthesize it. The reactants are: C(OC(=O)[NH:7][CH:8]1[CH2:13][CH2:12][N:11]([C:14]2[C:19]([C:20]#[C:21][C:22]3[CH:23]=[N:24][C:25]([NH2:28])=[CH:26][CH:27]=3)=[C:18]([CH3:29])[N:17]=[C:16]([NH2:30])[N:15]=2)[CH2:10][CH2:9]1)(C)(C)C.C(O)(C(F)(F)F)=O.C([O-])([O-])=O.[Na+].[Na+].